The task is: Predict the product of the given reaction.. This data is from Forward reaction prediction with 1.9M reactions from USPTO patents (1976-2016). (1) Given the reactants [Cl:1][C:2]1[C:3]([F:29])=[C:4]([C@:8]([C@@H:16]2[CH2:21][CH2:20][CH2:19][N:18](C(OC(C)(C)C)=O)[CH2:17]2)([OH:15])[CH2:9][CH2:10][CH2:11][CH2:12][O:13][CH3:14])[CH:5]=[CH:6][CH:7]=1.C([O-])(O)=O.[Na+], predict the reaction product. The product is: [Cl:1][C:2]1[C:3]([F:29])=[C:4]([C@:8]([C@@H:16]2[CH2:21][CH2:20][CH2:19][NH:18][CH2:17]2)([OH:15])[CH2:9][CH2:10][CH2:11][CH2:12][O:13][CH3:14])[CH:5]=[CH:6][CH:7]=1. (2) Given the reactants S(Cl)([Cl:3])=O.[CH3:5][O:6][C:7]1[CH:8]=[C:9]2[C:14](=[CH:15][C:16]=1[O:17][CH3:18])[N:13]=[CH:12][NH:11][C:10]2=O, predict the reaction product. The product is: [Cl:3][C:10]1[C:9]2[C:14](=[CH:15][C:16]([O:17][CH3:18])=[C:7]([O:6][CH3:5])[CH:8]=2)[N:13]=[CH:12][N:11]=1.